This data is from Forward reaction prediction with 1.9M reactions from USPTO patents (1976-2016). The task is: Predict the product of the given reaction. (1) Given the reactants [NH2:1][C:2]1[S:3][CH:4]=[C:5]([C:7]([O:9][CH2:10][CH3:11])=[O:8])[N:6]=1.CCN(C(C)C)C(C)C.[F:21][C:22]([F:34])([F:33])[O:23][C:24]1[CH:32]=[CH:31][CH:30]=[CH:29][C:25]=1[C:26](Cl)=[O:27].O, predict the reaction product. The product is: [F:21][C:22]([F:33])([F:34])[O:23][C:24]1[CH:32]=[CH:31][CH:30]=[CH:29][C:25]=1[C:26]([NH:1][C:2]1[S:3][CH:4]=[C:5]([C:7]([O:9][CH2:10][CH3:11])=[O:8])[N:6]=1)=[O:27]. (2) The product is: [CH3:14][C:13]1[N:25]=[C:9]2[N:8]=[C:7]([C:15]3[CH:22]=[CH:21][C:18]([CH:19]=[O:20])=[CH:17][CH:16]=3)[C:6]([C:3]3[CH:4]=[CH:5][S:1][CH:2]=3)=[CH:11][N:10]2[N:12]=1. Given the reactants [S:1]1[CH:5]=[CH:4][C:3]([C:6]2[C:7]([C:15]3[CH:22]=[CH:21][C:18]([CH:19]=[O:20])=[CH:17][CH:16]=3)=[N:8][C:9]3[N:10]([N:12]=[CH:13][CH:14]=3)[CH:11]=2)=[CH:2]1.CC1NN=C(N)[N:25]=1, predict the reaction product. (3) Given the reactants [C:1]([O:5][C:6]([N:8]1[CH2:13][CH2:12][N:11]([C:14]([C:16]2[C:24]3[C:19](=[CH:20][CH:21]=[CH:22][CH:23]=3)[N:18]([CH:25]3[CH2:30][CH2:29][CH2:28][CH:27]=[CH:26]3)[C:17]=2[O:31][C:32]2[CH:37]=[C:36]([F:38])[CH:35]=[CH:34][C:33]=2[CH3:39])=[O:15])[CH2:10][CH2:9]1)=[O:7])([CH3:4])([CH3:3])[CH3:2].[H][H], predict the reaction product. The product is: [C:1]([O:5][C:6]([N:8]1[CH2:13][CH2:12][N:11]([C:14]([C:16]2[C:24]3[C:19](=[CH:20][CH:21]=[CH:22][CH:23]=3)[N:18]([CH:25]3[CH2:30][CH2:29][CH2:28][CH2:27][CH2:26]3)[C:17]=2[O:31][C:32]2[CH:37]=[C:36]([F:38])[CH:35]=[CH:34][C:33]=2[CH3:39])=[O:15])[CH2:10][CH2:9]1)=[O:7])([CH3:4])([CH3:3])[CH3:2]. (4) Given the reactants C[O:2][C:3]1[N:12]=[CH:11][CH:10]=[C:9]2[C:4]=1[CH:5]=[C:6]([C:23]1[S:24][CH:25]=[CH:26][CH:27]=1)[C:7]([C:13]1[CH:18]=[CH:17][C:16]([C:19]([NH2:22])([CH3:21])[CH3:20])=[CH:15][CH:14]=1)=[N:8]2.Cl, predict the reaction product. The product is: [NH2:22][C:19]([C:16]1[CH:15]=[CH:14][C:13]([C:7]2[C:6]([C:23]3[S:24][CH:25]=[CH:26][CH:27]=3)=[CH:5][C:4]3[C:3](=[O:2])[NH:12][CH:11]=[CH:10][C:9]=3[N:8]=2)=[CH:18][CH:17]=1)([CH3:21])[CH3:20]. (5) Given the reactants [Cl:1][C:2]1[CH:7]=[CH:6][N:5]=[C:4]2[CH:8]=[CH:9][S:10][C:3]=12.[Li]CCCC.Cl[C:17]([O:19][CH3:20])=[O:18], predict the reaction product. The product is: [Cl:1][C:2]1[CH:7]=[CH:6][N:5]=[C:4]2[CH:8]=[C:9]([C:17]([O:19][CH3:20])=[O:18])[S:10][C:3]=12. (6) Given the reactants [CH:1]1([N:4]([CH2:15][C:16]2([CH2:29][CH2:30]C(O)=O)[CH2:21][CH2:20][N:19]([C:22]([O:24][C:25]([CH3:28])([CH3:27])[CH3:26])=[O:23])[CH2:18][CH2:17]2)[C:5](OCC2C=CC=CC=2)=[O:6])[CH2:3][CH2:2]1.[H][H], predict the reaction product. The product is: [CH:1]1([N:4]2[C:5](=[O:6])[CH2:30][CH2:29][C:16]3([CH2:17][CH2:18][N:19]([C:22]([O:24][C:25]([CH3:28])([CH3:26])[CH3:27])=[O:23])[CH2:20][CH2:21]3)[CH2:15]2)[CH2:3][CH2:2]1. (7) Given the reactants CC1(C)CCCC(C)(C)N1.[Li]CCCC.[Br:16][C:17]1[CH:22]=[CH:21][C:20]([C:23]([F:26])([F:25])[F:24])=[CH:19][C:18]=1[CH3:27].CN([CH:31]=[O:32])C, predict the reaction product. The product is: [Br:16][C:17]1[C:18]([CH3:27])=[CH:19][C:20]([C:23]([F:24])([F:25])[F:26])=[CH:21][C:22]=1[CH:31]=[O:32]. (8) Given the reactants S(Cl)(Cl)=O.[CH:5]12[CH2:14][CH:9]3[CH2:10][CH:11]([CH2:13][CH:7]([CH2:8]3)[CH:6]1[CH2:15][C:16](O)=[O:17])[CH2:12]2.[NH2:19][N:20]1[C:29](=[O:30])[C:28]2[C:23](=[CH:24][CH:25]=[CH:26][CH:27]=2)[N:22]=[C:21]1[CH:31]([CH3:33])[CH3:32].C(N(C(C)C)CC)(C)C, predict the reaction product. The product is: [CH:5]12[CH2:14][CH:9]3[CH2:10][CH:11]([CH2:13][CH:7]([CH2:8]3)[CH:6]1[CH2:15][C:16]([NH:19][N:20]1[C:29](=[O:30])[C:28]3[C:23](=[CH:24][CH:25]=[CH:26][CH:27]=3)[N:22]=[C:21]1[CH:31]([CH3:33])[CH3:32])=[O:17])[CH2:12]2.